This data is from Full USPTO retrosynthesis dataset with 1.9M reactions from patents (1976-2016). The task is: Predict the reactants needed to synthesize the given product. Given the product [Cl:1][C:2]1[N:3]=[C:4]([C:9]([NH:11][C@H:12]2[CH2:17][CH2:16][N:15]([C:18]3[S:19][C:20]([C:26]([O:28][CH2:29][CH3:30])=[O:27])=[C:21]([C:23](=[O:24])[NH:37][CH2:36][CH2:35][N:34]([CH3:38])[CH3:33])[N:22]=3)[CH2:14][C@H:13]2[O:31][CH3:32])=[O:10])[NH:5][C:6]=1[CH2:7][CH3:8], predict the reactants needed to synthesize it. The reactants are: [Cl:1][C:2]1[N:3]=[C:4]([C:9]([NH:11][C@H:12]2[CH2:17][CH2:16][N:15]([C:18]3[S:19][C:20]([C:26]([O:28][CH2:29][CH3:30])=[O:27])=[C:21]([C:23](O)=[O:24])[N:22]=3)[CH2:14][C@H:13]2[O:31][CH3:32])=[O:10])[NH:5][C:6]=1[CH2:7][CH3:8].[CH3:33][N:34]([CH3:38])[CH2:35][CH2:36][NH2:37].CCN=C=NCCCN(C)C.Cl.C1C=CC2N(O)N=NC=2C=1.